The task is: Predict the product of the given reaction.. This data is from Forward reaction prediction with 1.9M reactions from USPTO patents (1976-2016). (1) The product is: [C:17]([OH:21])(=[O:20])[CH:18]=[CH2:19].[NH2:3][C:17]([O:21][CH2:22][CH3:23])=[O:20]. Given the reactants O=C=[N:3]C1CC(C)(C)CC(C)(CN=C=O)C1.[C:17]([O:21][CH2:22][C:23](CO)(COC(=O)C=C)COC(=O)C=C)(=[O:20])[CH:18]=[CH2:19].COC1C=CC(O)=CC=1.C([O-])(=O)CCCCCCCCCCC.C([O-])(=O)CCCCCCCCCCC.C([Sn+2]CCCC)CCC, predict the reaction product. (2) Given the reactants [ClH:1].[CH3:2][C:3]1[CH:8]=[CH:7][C:6]([S:9]([N:12]2[CH2:17][CH2:16][O:15][CH2:14][CH2:13]2)(=[O:11])=[O:10])=[CH:5][C:4]=1[C:18]1[CH:23]=[CH:22][C:21]([CH2:24][C@H:25]([NH:40][C:41]([C@H:43]2[CH2:48][CH2:47][C@H:46]([CH2:49][NH:50]C(=O)OC(C)(C)C)[CH2:45][CH2:44]2)=[O:42])[C:26](=[O:39])[NH:27][C:28]2[CH:33]=[CH:32][C:31]([C:34]3[NH:38][N:37]=[N:36][N:35]=3)=[CH:30][CH:29]=2)=[CH:20][CH:19]=1.C(#N)C, predict the reaction product. The product is: [ClH:1].[NH2:50][CH2:49][C@H:46]1[CH2:47][CH2:48][C@H:43]([C:41]([NH:40][C@@H:25]([CH2:24][C:21]2[CH:22]=[CH:23][C:18]([C:4]3[CH:5]=[C:6]([S:9]([N:12]4[CH2:17][CH2:16][O:15][CH2:14][CH2:13]4)(=[O:11])=[O:10])[CH:7]=[CH:8][C:3]=3[CH3:2])=[CH:19][CH:20]=2)[C:26](=[O:39])[NH:27][C:28]2[CH:33]=[CH:32][C:31]([C:34]3[NH:35][N:36]=[N:37][N:38]=3)=[CH:30][CH:29]=2)=[O:42])[CH2:44][CH2:45]1.